From a dataset of Full USPTO retrosynthesis dataset with 1.9M reactions from patents (1976-2016). Predict the reactants needed to synthesize the given product. (1) Given the product [N+:14]([C:17]1[C:25]([CH3:26])=[CH:24][CH:23]=[CH:22][C:18]=1[C:19]([O:21][CH3:1])=[O:20])([O-:16])=[O:15], predict the reactants needed to synthesize it. The reactants are: [CH3:1]CCCCC.C[Si](C=[N+]=[N-])(C)C.[N+:14]([C:17]1[C:25]([CH3:26])=[CH:24][CH:23]=[CH:22][C:18]=1[C:19]([OH:21])=[O:20])([O-:16])=[O:15]. (2) The reactants are: [NH2:1][C:2]1[CH:7]=[CH:6][C:5]([CH:8]2[C:17]([CH3:19])([CH3:18])[CH2:16][C:15]3[C:10](=[CH:11][CH:12]=[C:13]([C:20]([OH:22])=[O:21])[CH:14]=3)[NH:9]2)=[CH:4][CH:3]=1.[F:23][C:24]1[CH:29]=[CH:28][C:27]([S:30](Cl)(=[O:32])=[O:31])=[CH:26][CH:25]=1. Given the product [F:23][C:24]1[CH:29]=[CH:28][C:27]([S:30]([NH:1][C:2]2[CH:3]=[CH:4][C:5]([CH:8]3[C:17]([CH3:18])([CH3:19])[CH2:16][C:15]4[C:10](=[CH:11][CH:12]=[C:13]([C:20]([OH:22])=[O:21])[CH:14]=4)[NH:9]3)=[CH:6][CH:7]=2)(=[O:32])=[O:31])=[CH:26][CH:25]=1, predict the reactants needed to synthesize it. (3) Given the product [CH2:1]([N:8]([S:15]([C:18]1[CH:23]=[CH:22][C:21]([O:24][CH3:25])=[CH:20][CH:19]=1)(=[O:17])=[O:16])[CH2:9][C:10]([OH:12])=[O:11])[C:2]1[CH:7]=[CH:6][CH:5]=[CH:4][CH:3]=1, predict the reactants needed to synthesize it. The reactants are: [CH2:1]([N:8]([S:15]([C:18]1[CH:23]=[CH:22][C:21]([O:24][CH3:25])=[CH:20][CH:19]=1)(=[O:17])=[O:16])[CH2:9][C:10]([O:12]CC)=[O:11])[C:2]1[CH:7]=[CH:6][CH:5]=[CH:4][CH:3]=1.[OH-].[Na+].